This data is from Reaction yield outcomes from USPTO patents with 853,638 reactions. The task is: Predict the reaction yield, written as a fraction of the theoretical maximum amount of product (1.0 means a 100% yield; for example, 0.34 means a 34% yield). (1) The reactants are [C:1]([O:5][C:6](=[O:26])[NH:7][CH:8]1[CH2:13][CH2:12][CH:11]([CH2:14][NH:15][C:16]2[C:21]([N+:22]([O-:24])=[O:23])=[CH:20][N:19]=[C:18](Cl)[N:17]=2)[CH2:10][CH2:9]1)([CH3:4])([CH3:3])[CH3:2].[I:27][C:28]1[CH:35]=[CH:34][CH:33]=[CH:32][C:29]=1[CH2:30][NH2:31].CCN(C(C)C)C(C)C. The catalyst is C(Cl)Cl.CN(C=O)C. The product is [C:1]([O:5][C:6](=[O:26])[NH:7][CH:8]1[CH2:13][CH2:12][CH:11]([CH2:14][NH:15][C:16]2[C:21]([N+:22]([O-:24])=[O:23])=[CH:20][N:19]=[C:18]([NH:31][CH2:30][C:29]3[CH:32]=[CH:33][CH:34]=[CH:35][C:28]=3[I:27])[N:17]=2)[CH2:10][CH2:9]1)([CH3:4])([CH3:3])[CH3:2]. The yield is 0.640. (2) The reactants are Cl[C:2]1[N:3]=[CH:4][C:5]2[N:10]=[C:9]([NH:11][C:12](=[O:14])[CH3:13])[S:8][C:6]=2[N:7]=1.CC1(C)C(C)(C)OB([C:23]2[CH:24]=[C:25]([C:30]([F:33])([F:32])[F:31])[C:26]([NH2:29])=[N:27][CH:28]=2)O1.C([O-])([O-])=O.[Cs+].[Cs+].C(OCC)(=O)C. The catalyst is COCCOC.C1C=CC(P(C2C=CC=CC=2)[C-]2C=CC=C2)=CC=1.C1C=CC(P(C2C=CC=CC=2)[C-]2C=CC=C2)=CC=1.Cl[Pd]Cl.[Fe+2].C(Cl)Cl.O. The product is [NH2:29][C:26]1[N:27]=[CH:28][C:23]([C:2]2[N:3]=[CH:4][C:5]3[N:10]=[C:9]([NH:11][C:12](=[O:14])[CH3:13])[S:8][C:6]=3[N:7]=2)=[CH:24][C:25]=1[C:30]([F:33])([F:31])[F:32]. The yield is 0.570. (3) The reactants are C(N(CC)CC)C.[C:8](OC(=O)C)(=[O:10])[CH3:9].[CH3:15][N:16]1[CH:20]=[CH:19][N:18]=[C:17]1[CH2:21][CH2:22][C:23]([N:25]1[CH2:30][CH2:29][CH:28]([NH:31][CH3:32])[CH2:27][CH2:26]1)=[O:24].C(=O)([O-])O.[Na+]. The catalyst is ClCCl. The product is [CH3:32][N:31]([CH:28]1[CH2:27][CH2:26][N:25]([C:23](=[O:24])[CH2:22][CH2:21][C:17]2[N:16]([CH3:15])[CH:20]=[CH:19][N:18]=2)[CH2:30][CH2:29]1)[C:8](=[O:10])[CH3:9]. The yield is 0.850.